This data is from Catalyst prediction with 721,799 reactions and 888 catalyst types from USPTO. The task is: Predict which catalyst facilitates the given reaction. (1) Reactant: [F:1][C:2]([S:5][C:6]1[CH:11]=[CH:10][C:9]([CH:12]=[CH:13][C:14]([NH2:16])=[O:15])=[CH:8][CH:7]=1)([F:4])[F:3].[Cl:17][CH2:18][C:19]([CH2:21]Cl)=O. Product: [Cl:17][CH2:18][C:19]1[N:16]=[C:14]([CH:13]=[CH:12][C:9]2[CH:8]=[CH:7][C:6]([S:5][C:2]([F:4])([F:3])[F:1])=[CH:11][CH:10]=2)[O:15][CH:21]=1. The catalyst class is: 11. (2) Reactant: [CH3:1][NH:2][CH2:3][C@H:4]([C:13]1[CH:22]=[CH:21][C:20]2[C:15](=[CH:16][CH:17]=[CH:18][CH:19]=2)[CH:14]=1)[C@@H:5]([C:7]1[CH:12]=[CH:11][CH:10]=[CH:9][CH:8]=1)O.C(N(S(F)(F)[F:29])CC)C. Product: [F:29][C@@H:5]([C:7]1[CH:12]=[CH:11][CH:10]=[CH:9][CH:8]=1)[C@@H:4]([C:13]1[CH:22]=[CH:21][C:20]2[C:15](=[CH:16][CH:17]=[CH:18][CH:19]=2)[CH:14]=1)[CH2:3][NH:2][CH3:1]. The catalyst class is: 2.